The task is: Predict the reactants needed to synthesize the given product.. This data is from Retrosynthesis with 50K atom-mapped reactions and 10 reaction types from USPTO. (1) Given the product CCOCCOc1nn(C)c(N)c1-c1ccc(C)cc1, predict the reactants needed to synthesize it. The reactants are: CCOCCBr.Cc1ccc(-c2c(O)nn(C)c2N)cc1. (2) Given the product CCOCCOc1nc(N)c2nc(O)n(Cc3ccccc3)c2n1, predict the reactants needed to synthesize it. The reactants are: CCOCCOc1nc(N)c2nc(OC)n(Cc3ccccc3)c2n1. (3) Given the product CNCC(=O)N[C@@H](C)C(=O)N[C@@H](C)P(=O)(O)O, predict the reactants needed to synthesize it. The reactants are: C[C@H](NC(=O)CN(C)C(=O)OCc1ccccc1)C(=O)N[C@@H](C)P(=O)(O)O. (4) The reactants are: Clc1cnc2nc1Nc1ccc(OCCC3CCNCC3)c(c1)CCc1cncc(c1)N2.O=C=NCc1ccco1. Given the product O=C(NCc1ccco1)N1CCC(CCOc2ccc3cc2CCc2cncc(c2)Nc2ncc(Cl)c(n2)N3)CC1, predict the reactants needed to synthesize it. (5) The reactants are: CC(C)CCN(Cc1cc2ccccc2o1)C1CCN(C(=O)OC(C)(C)C)CC1. Given the product CC(C)CCN(Cc1cc2ccccc2o1)C1CCNCC1, predict the reactants needed to synthesize it.